This data is from Reaction yield outcomes from USPTO patents with 853,638 reactions. The task is: Predict the reaction yield, written as a fraction of the theoretical maximum amount of product (1.0 means a 100% yield; for example, 0.34 means a 34% yield). (1) The reactants are [NH2:1][C:2]1[C:11]([NH2:12])=[CH:10][C:9]([Br:13])=[CH:8][C:3]=1[C:4]([O:6][CH3:7])=[O:5].[CH:14]1([C:17](=N)OCC)[CH2:16][CH2:15]1. The catalyst is CO. The product is [Br:13][C:9]1[CH:8]=[C:3]([C:4]([O:6][CH3:7])=[O:5])[C:2]2[N:1]=[C:17]([CH:14]3[CH2:16][CH2:15]3)[NH:12][C:11]=2[CH:10]=1. The yield is 0.980. (2) The reactants are [CH2:1]([N:3]1[C:11]2[C:6](=[CH:7][CH:8]=[C:9]([C:12]([F:15])([F:14])[F:13])[CH:10]=2)[C:5]([C:16]#[N:17])=[CH:4]1)[CH3:2].[Li+].CC([N-]C(C)C)C.[Cl:26]C(Cl)(Cl)C(Cl)(Cl)Cl. The catalyst is C1COCC1. The product is [Cl:26][C:4]1[N:3]([CH2:1][CH3:2])[C:11]2[C:6]([C:5]=1[C:16]#[N:17])=[CH:7][CH:8]=[C:9]([C:12]([F:13])([F:15])[F:14])[CH:10]=2. The yield is 0.640. (3) The reactants are [C:1]([O:5][C:6](=[O:30])[NH:7][CH2:8][CH2:9][CH2:10][C:11](=[N:18][NH:19][C:20](=[O:29])[C:21]1[CH:26]=[C:25]([F:27])[CH:24]=[CH:23][C:22]=1[F:28])[C:12]1[CH:17]=[CH:16][CH:15]=[CH:14][CH:13]=1)([CH3:4])([CH3:3])[CH3:2].[C:31](O[C:31](=[O:35])[CH:32]([CH3:34])[CH3:33])(=[O:35])[CH:32]([CH3:34])[CH3:33]. The catalyst is ClCCCl. The product is [C:1]([O:5][C:6](=[O:30])[NH:7][CH2:8][CH2:9][CH2:10][C:11]1([C:12]2[CH:17]=[CH:16][CH:15]=[CH:14][CH:13]=2)[N:18]([C:31](=[O:35])[CH:32]([CH3:34])[CH3:33])[N:19]=[C:20]([C:21]2[CH:26]=[C:25]([F:27])[CH:24]=[CH:23][C:22]=2[F:28])[O:29]1)([CH3:4])([CH3:2])[CH3:3]. The yield is 0.410. (4) No catalyst specified. The reactants are N[C:2]1[CH:11]=[C:10]([C:12]([O:14][CH3:15])=[O:13])[CH:9]=[CH:8][C:3]=1[C:4]([O:6][CH3:7])=[O:5].N([O-])=O.[Na+].C(O)CCC.[BrH:25]. The product is [Br:25][C:2]1[CH:11]=[C:10]([C:12]([O:14][CH3:15])=[O:13])[CH:9]=[CH:8][C:3]=1[C:4]([O:6][CH3:7])=[O:5]. The yield is 0.510. (5) The reactants are [CH3:1][O:2][C:3](=[O:29])[CH2:4][C:5]1[N:6]=[C:7]([NH:10][C:11](=[O:28])[CH:12]([C:19]2[CH:24]=[CH:23][C:22]([N+:25]([O-])=O)=[CH:21][CH:20]=2)[CH2:13][CH:14]2[CH2:18][CH2:17][CH2:16][CH2:15]2)[S:8][CH:9]=1. The catalyst is C(OCC)(=O)C.[Pd]. The product is [CH3:1][O:2][C:3](=[O:29])[CH2:4][C:5]1[N:6]=[C:7]([NH:10][C:11](=[O:28])[CH:12]([C:19]2[CH:20]=[CH:21][C:22]([NH2:25])=[CH:23][CH:24]=2)[CH2:13][CH:14]2[CH2:15][CH2:16][CH2:17][CH2:18]2)[S:8][CH:9]=1. The yield is 0.933. (6) The reactants are Cl.N[N:3]1[CH:7]=[CH:6][CH:5]=[C:4]1[C:8]#[N:9].C(O)(=O)C.[CH:14]([NH2:16])=[NH:15].P([O-])([O-])([O-])=O.[K+].[K+].[K+].N#N. The catalyst is C(O)C. The product is [N:15]1[N:3]2[CH:7]=[CH:6][CH:5]=[C:4]2[C:8]([NH2:9])=[N:16][CH:14]=1. The yield is 0.441. (7) The reactants are [CH3:1][C:2]1([CH3:15])[C:11]2[C:6]3=[C:7]([NH:12][C:13](=[O:14])[N:5]3[CH2:4][CH2:3]1)[CH:8]=[CH:9][CH:10]=2.C(=O)([O-])[O-].[Cs+].[Cs+].[CH2:22](Br)[C:23]#[CH:24].O. The catalyst is CN(C=O)C. The product is [CH3:1][C:2]1([CH3:15])[C:11]2[C:6]3=[C:7]([N:12]([CH2:24][C:23]#[CH:22])[C:13](=[O:14])[N:5]3[CH2:4][CH2:3]1)[CH:8]=[CH:9][CH:10]=2. The yield is 0.940. (8) The reactants are [CH3:1][O:2][C:3]([C:5]1[S:6][C:7]([C:22]2[CH2:27][CH2:26][C:25]([CH3:29])([CH3:28])[CH2:24][CH:23]=2)=[CH:8][C:9]=1[NH:10][CH:11]1[CH2:16][CH2:15][CH:14]([N:17]2[CH:21]=[N:20][CH:19]=[N:18]2)[CH2:13][CH2:12]1)=[O:4].[CH3:30][C@H:31]1[CH2:36][CH2:35][C@H:34]([C:37](Cl)=[O:38])[CH2:33][CH2:32]1. No catalyst specified. The product is [CH3:1][O:2][C:3]([C:5]1[S:6][C:7]([C:22]2[CH2:27][CH2:26][C:25]([CH3:29])([CH3:28])[CH2:24][CH:23]=2)=[CH:8][C:9]=1[N:10]([C:37]([C@H:34]1[CH2:35][CH2:36][C@H:31]([CH3:30])[CH2:32][CH2:33]1)=[O:38])[CH:11]1[CH2:16][CH2:15][CH:14]([N:17]2[CH:21]=[N:20][CH:19]=[N:18]2)[CH2:13][CH2:12]1)=[O:4]. The yield is 0.600.